Dataset: Forward reaction prediction with 1.9M reactions from USPTO patents (1976-2016). Task: Predict the product of the given reaction. (1) Given the reactants [CH3:1][CH2:2][CH:3]([O:6][C@H:7]1[C@H:12]([NH:13][C:14]([CH3:16])=[O:15])[C@@H:11]([NH2:17])[CH2:10][C:9]([C:18]([O:20][CH2:21][CH3:22])=[O:19])=[CH:8]1)[CH2:4][CH3:5].C(O)(C(O)=O)C(O)C(O)=O.CC(C)=O.[OH:37][P:38]([OH:41])([OH:40])=[O:39], predict the reaction product. The product is: [CH3:5][CH2:4][CH:3]([O:6][C@H:7]1[C@H:12]([NH:13][C:14]([CH3:16])=[O:15])[C@@H:11]([NH2:17])[CH2:10][C:9]([C:18]([O:20][CH2:21][CH3:22])=[O:19])=[CH:8]1)[CH2:2][CH3:1].[OH:39][P:38]([OH:41])([OH:40])=[O:37]. (2) Given the reactants [Cl:1][C:2]1[CH:3]=[C:4]([CH:8]=[CH:9][C:10]=1[N:11]1[CH2:16][CH2:15][CH2:14][NH:13][C:12]1=[O:17])[C:5]([OH:7])=O.[Cl:18][C:19]1[CH:30]=[CH:29][C:22]2[NH:23][C:24]([C@@H:26]([NH2:28])[CH3:27])=[N:25][C:21]=2[CH:20]=1.CN(C(ON1N=NC2C=CC=CC1=2)=[N+](C)C)C.[B-](F)(F)(F)F.CN1CCOCC1.N, predict the reaction product. The product is: [Cl:1][C:2]1[CH:3]=[C:4]([CH:8]=[CH:9][C:10]=1[N:11]1[CH2:16][CH2:15][CH2:14][NH:13][C:12]1=[O:17])[C:5]([NH:28][C@H:26]([C:24]1[NH:23][C:22]2[CH:29]=[CH:30][C:19]([Cl:18])=[CH:20][C:21]=2[N:25]=1)[CH3:27])=[O:7]. (3) Given the reactants [N:1]([CH2:4][C:5]1[CH:10]=[CH:9][C:8]([C:11]2[CH:16]=[CH:15][CH:14]=[CH:13][CH:12]=2)=[C:7]([O:17]C)[CH:6]=1)=[N+]=[N-].O.C1C=CC(P(C2C=CC=CC=2)C2C=CC=CC=2)=CC=1.[N-]=[N+]=[N-], predict the reaction product. The product is: [NH2:1][CH2:4][C:5]1[CH:6]=[C:7]([OH:17])[C:8]([C:11]2[CH:16]=[CH:15][CH:14]=[CH:13][CH:12]=2)=[CH:9][CH:10]=1. (4) Given the reactants [OH:1][C:2]1[CH:13]=[CH:12][C:5]2[S:6][CH:7]=[C:8]([C:9]([OH:11])=[O:10])[C:4]=2[CH:3]=1.O.[C:15](OC(=O)C)(=[O:17])[CH3:16], predict the reaction product. The product is: [C:15]([O:1][C:2]1[CH:13]=[CH:12][C:5]2[S:6][CH:7]=[C:8]([C:9]([OH:11])=[O:10])[C:4]=2[CH:3]=1)(=[O:17])[CH3:16]. (5) Given the reactants Br[CH:2]=[C:3]([C:10]1[CH:15]=[CH:14][N:13]=[CH:12][CH:11]=1)[C:4]1[CH:9]=[CH:8][CH:7]=[CH:6][CH:5]=1.P([O-])([O-])([O-])=O.[K+].[K+].[K+].N1CCC[C@H]1C(O)=O.[Cl:32][C:33]1[CH:41]=[CH:40][C:39]2[NH:38][C:37]3[CH2:42][CH2:43][N:44]([CH3:46])[CH2:45][C:36]=3[C:35]=2[CH:34]=1, predict the reaction product. The product is: [Cl:32][C:33]1[CH:41]=[CH:40][C:39]2[N:38](/[CH:2]=[C:3](/[C:4]3[CH:9]=[CH:8][CH:7]=[CH:6][CH:5]=3)\[C:10]3[CH:15]=[CH:14][N:13]=[CH:12][CH:11]=3)[C:37]3[CH2:42][CH2:43][N:44]([CH3:46])[CH2:45][C:36]=3[C:35]=2[CH:34]=1. (6) Given the reactants C[O:2][C:3]1[CH:8]=[CH:7][CH:6]=[CH:5][C:4]=1[C:9]1([C:12]([O:14][CH3:15])=[O:13])[CH2:11][CH2:10]1.B(Br)(Br)Br, predict the reaction product. The product is: [OH:2][C:3]1[CH:8]=[CH:7][CH:6]=[CH:5][C:4]=1[C:9]1([C:12]([O:14][CH3:15])=[O:13])[CH2:11][CH2:10]1.